The task is: Predict the reactants needed to synthesize the given product.. This data is from Full USPTO retrosynthesis dataset with 1.9M reactions from patents (1976-2016). (1) Given the product [CH2:35]([O:37][C:38](=[O:43])[CH:39]([CH2:22][C:19]1[CH:18]=[CH:17][N:16]=[C:15]([N:14]=[C:1]([C:8]2[CH:13]=[CH:12][CH:11]=[CH:10][CH:9]=2)[C:2]2[CH:7]=[CH:6][CH:5]=[CH:4][CH:3]=2)[C:20]=1[F:21])[C:40](=[O:41])[CH3:42])[CH3:36], predict the reactants needed to synthesize it. The reactants are: [C:1](=[N:14][C:15]1[C:20]([F:21])=[C:19]([CH2:22]O)[CH:18]=[CH:17][N:16]=1)([C:8]1[CH:13]=[CH:12][CH:11]=[CH:10][CH:9]=1)[C:2]1[CH:7]=[CH:6][CH:5]=[CH:4][CH:3]=1.CS(Cl)(=O)=O.CC(C)([O-])C.[Li+].[CH2:35]([O:37][C:38](=[O:43])[CH2:39][C:40]([CH3:42])=[O:41])[CH3:36].[Na+].[I-].[Li+].[OH-]. (2) Given the product [Cl:1][C:2]1[CH:7]=[C:6]([C:8]2[NH:12][C:11]3[CH:13]=[CH:14][CH:15]=[C:16]([NH:17][C:33]([C:32]4[CH:31]=[C:30]([CH:27]5[CH2:28][CH2:29][N:25]([C:23]([O:22][C:18]([CH3:21])([CH3:20])[CH3:19])=[O:24])[CH2:26]5)[CH:38]=[CH:37][CH:36]=4)=[O:34])[C:10]=3[N:9]=2)[CH:5]=[CH:4][N:3]=1, predict the reactants needed to synthesize it. The reactants are: [Cl:1][C:2]1[CH:7]=[C:6]([C:8]2[NH:12][C:11]3[CH:13]=[CH:14][CH:15]=[C:16]([NH2:17])[C:10]=3[N:9]=2)[CH:5]=[CH:4][N:3]=1.[C:18]([O:22][C:23]([N:25]1[CH2:29][CH2:28][CH:27]([C:30]2[CH:31]=[C:32]([CH:36]=[CH:37][CH:38]=2)[C:33](O)=[O:34])[CH2:26]1)=[O:24])([CH3:21])([CH3:20])[CH3:19].CN(C(ON1N=NC2C=CC=NC1=2)=[N+](C)C)C.F[P-](F)(F)(F)(F)F.CCN(C(C)C)C(C)C. (3) Given the product [Br:9][C:10]1[CH:17]=[C:14]2[C:13](=[CH:12][CH:11]=1)[N:18]=[C:2]([C:1]([O:6][CH2:7][CH3:8])=[O:5])[CH:4]=[CH:15]2, predict the reactants needed to synthesize it. The reactants are: [C:1]([O:6][CH2:7][CH3:8])(=[O:5])[C:2]([CH3:4])=O.[Br:9][C:10]1[CH:11]=[CH:12][C:13]([N+:18]([O-])=O)=[C:14]([CH:17]=1)[CH:15]=O.[Sn](Cl)Cl. (4) Given the product [Cl:15][C:16]1[CH:21]=[CH:20][CH:19]=[CH:18][C:17]=1[C:2]1[CH:7]=[C:6]([CH3:8])[N:5]=[CH:4][C:3]=1[NH:9][CH2:10][C:11]([F:14])([F:13])[F:12], predict the reactants needed to synthesize it. The reactants are: I[C:2]1[CH:7]=[C:6]([CH3:8])[N:5]=[CH:4][C:3]=1[NH:9][CH2:10][C:11]([F:14])([F:13])[F:12].[Cl:15][C:16]1[CH:21]=[CH:20][CH:19]=[CH:18][C:17]=1B(O)O. (5) Given the product [CH2:1]([N:8]1[C:16]2[C:11](=[CH:12][C:13]([C:17]([O:19][CH3:20])=[O:18])=[CH:14][CH:15]=2)[C:10]([CH3:22])=[N:9]1)[C:2]1[CH:7]=[CH:6][CH:5]=[CH:4][CH:3]=1, predict the reactants needed to synthesize it. The reactants are: [CH2:1]([N:8]1[C:16]2[C:11](=[CH:12][C:13]([C:17]([O:19][CH3:20])=[O:18])=[CH:14][CH:15]=2)[C:10](Br)=[N:9]1)[C:2]1[CH:7]=[CH:6][CH:5]=[CH:4][CH:3]=1.[C:22](=O)([O-])[O-].[Cs+].[Cs+].C1(C)C=CC=CC=1. (6) Given the product [Cl:27][C:12]1[CH:13]=[C:14]([C:17]2[CH:22]=[CH:21][CH:20]=[C:19]([S:23]([CH3:26])(=[O:24])=[O:25])[CH:18]=2)[CH:15]=[CH:16][C:11]=1[N:9]1[CH:10]=[C:6]([C:4]([OH:5])=[O:3])[N:7]=[C:8]1[C:28]1[C:29]([Cl:35])=[CH:30][CH:31]=[CH:32][C:33]=1[Cl:34], predict the reactants needed to synthesize it. The reactants are: C([O:3][C:4]([C:6]1[N:7]=[C:8]([C:28]2[C:33]([Cl:34])=[CH:32][CH:31]=[CH:30][C:29]=2[Cl:35])[N:9]([C:11]2[CH:16]=[CH:15][C:14]([C:17]3[CH:22]=[CH:21][CH:20]=[C:19]([S:23]([CH3:26])(=[O:25])=[O:24])[CH:18]=3)=[CH:13][C:12]=2[Cl:27])[CH:10]=1)=[O:5])C.CO.[OH-].[Na+].Cl. (7) Given the product [CH2:1]([N:3]([CH2:18][CH3:19])[C:4](=[O:17])[C:5]1[CH:10]=[CH:9][C:8]([OH:21])=[CH:7][C:6]=1[O:12][C:13]([F:16])([F:15])[F:14])[CH3:2], predict the reactants needed to synthesize it. The reactants are: [CH2:1]([N:3]([CH2:18][CH3:19])[C:4](=[O:17])[C:5]1[CH:10]=[CH:9][C:8](Br)=[CH:7][C:6]=1[O:12][C:13]([F:16])([F:15])[F:14])[CH3:2].B1(B2OC(C)(C)C(C)(C)O2)OC(C)(C)C(C)(C)[O:21]1.C([O-])(=O)C.[K+].